Dataset: Full USPTO retrosynthesis dataset with 1.9M reactions from patents (1976-2016). Task: Predict the reactants needed to synthesize the given product. (1) The reactants are: [CH2:1]([O:3][C:4](=[O:21])[C:5]([NH:7][CH2:8][C:9]([C:11]1[CH:16]=[CH:15][C:14]([S:17]([CH3:20])(=[O:19])=[O:18])=[CH:13][CH:12]=1)=[O:10])=O)[CH3:2].O=P(Cl)(Cl)Cl. Given the product [CH2:1]([O:3][C:4]([C:5]1[O:10][C:9]([C:11]2[CH:16]=[CH:15][C:14]([S:17]([CH3:20])(=[O:19])=[O:18])=[CH:13][CH:12]=2)=[CH:8][N:7]=1)=[O:21])[CH3:2], predict the reactants needed to synthesize it. (2) Given the product [N:12]12[CH2:19][CH2:18][CH:15]([CH2:16][CH2:17]1)[C@@H:14]([NH:20][C:21]([C:23]1[O:24][C:25]3[CH:31]=[C:30]([C:7]4[CH:6]=[CH:5][CH:4]=[C:3]([O:2][CH3:1])[CH:8]=4)[CH:29]=[CH:28][C:26]=3[CH:27]=1)=[O:22])[CH2:13]2, predict the reactants needed to synthesize it. The reactants are: [CH3:1][O:2][C:3]1[CH:4]=[C:5](B(O)O)[CH:6]=[CH:7][CH:8]=1.[N:12]12[CH2:19][CH2:18][CH:15]([CH2:16][CH2:17]1)[C@@H:14]([NH:20][C:21]([C:23]1[O:24][C:25]3[CH:31]=[C:30](Br)[CH:29]=[CH:28][C:26]=3[CH:27]=1)=[O:22])[CH2:13]2.[OH-].[Na+]. (3) Given the product [CH2:24]([O:9][CH2:8][CH:6]([OH:7])[CH2:4][OH:5])[CH2:23][CH2:22][CH2:21][CH2:20][CH2:19][CH2:18][CH2:17][CH2:16][CH2:15][CH2:14][CH3:13], predict the reactants needed to synthesize it. The reactants are: C(=[C:4]([CH:6]([CH2:8][OH:9])[OH:7])[OH:5])(C)C.[OH-].[K+].Br[CH2:13][CH2:14][CH2:15][CH2:16][CH2:17][CH2:18][CH2:19][CH2:20][CH2:21][CH2:22][CH2:23][CH3:24].